From a dataset of Forward reaction prediction with 1.9M reactions from USPTO patents (1976-2016). Predict the product of the given reaction. (1) Given the reactants [NH2:1][C:2]1[C:7]2=[CH:8][C:9]3[C:10]4[C:15]([C:14](=[O:16])[N:13]([CH2:17][CH2:18][N:19]([CH3:21])[CH3:20])[C:12](=[O:22])[C:11]=4[CH:23]=[CH:24][CH:25]=3)=[C:6]2[CH:5]=[CH:4][CH:3]=1.[CH2:26]1[O:34][C:33]2[CH:32]=[CH:31][C:30]([N:35]=[C:36]=[O:37])=[CH:29][C:28]=2[O:27]1, predict the reaction product. The product is: [O:34]1[C:33]2[CH:32]=[CH:31][C:30]([NH:35][C:36]([NH:1][C:2]3[C:7]4=[CH:8][C:9]5[C:10]6[C:15]([C:14](=[O:16])[N:13]([CH2:17][CH2:18][N:19]([CH3:20])[CH3:21])[C:12](=[O:22])[C:11]=6[CH:23]=[CH:24][CH:25]=5)=[C:6]4[CH:5]=[CH:4][CH:3]=3)=[O:37])=[CH:29][C:28]=2[O:27][CH2:26]1. (2) Given the reactants [C:1]([C:3]1[CH:4]=[C:5]([CH:24]([O:27][CH2:28][CH2:29][NH:30][S:31]([C:34]2[CH:39]=[CH:38][C:37]([N+:40]([O-:42])=[O:41])=[CH:36][CH:35]=2)(=[O:33])=[O:32])[CH2:25]I)[C:6]([CH:21]2[CH2:23][CH2:22]2)=[N:7][C:8]=1[N:9]1[CH2:14][CH2:13][N:12]([C:15]([CH:17]2[CH2:19][CH2:18]2)=[O:16])[C@H:11]([CH3:20])[CH2:10]1)#[N:2].C([O-])([O-])=O.[K+].[K+], predict the reaction product. The product is: [CH:17]1([C:15]([N:12]2[CH2:13][CH2:14][N:9]([C:8]3[N:7]=[C:6]([CH:21]4[CH2:22][CH2:23]4)[C:5]([CH:24]4[O:27][CH2:28][CH2:29][N:30]([S:31]([C:34]5[CH:39]=[CH:38][C:37]([N+:40]([O-:42])=[O:41])=[CH:36][CH:35]=5)(=[O:32])=[O:33])[CH2:25]4)=[CH:4][C:3]=3[C:1]#[N:2])[CH2:10][C@H:11]2[CH3:20])=[O:16])[CH2:18][CH2:19]1. (3) Given the reactants Cl[C:2]1[CH:7]=[C:6]([CH2:8][O:9][CH3:10])[N:5]=[C:4]([C:11]2[CH:16]=[CH:15][CH:14]=[C:13]([CH3:17])[CH:12]=2)[N:3]=1.[CH3:18][O:19][C:20]1[CH:25]=[CH:24][CH:23]=[C:22]([NH2:26])[CH:21]=1, predict the reaction product. The product is: [CH3:18][O:19][C:20]1[CH:21]=[C:22]([CH:23]=[CH:24][CH:25]=1)[NH:26][C:2]1[CH:7]=[C:6]([CH2:8][O:9][CH3:10])[N:5]=[C:4]([C:11]2[CH:16]=[CH:15][CH:14]=[C:13]([CH3:17])[CH:12]=2)[N:3]=1. (4) Given the reactants [C:1]1([C:7]2[S:11][C:10]([NH:12][C:13](=[O:24])OC3C=CC([N+]([O-])=O)=CC=3)=[N:9][CH:8]=2)[CH:6]=[CH:5][CH:4]=[CH:3][CH:2]=1.C([N:28]([CH:31](C)C)[CH2:29][CH3:30])(C)C.[CH3:34][N:35]([CH3:38])[CH:36]=[O:37].[OH-:39].[NH4+], predict the reaction product. The product is: [C:1]1([C:7]2[S:11][C:10]([NH:12][C:13]([N:28]3[CH2:29][CH2:30][CH2:38][N:35]([C:36]([O:39][C:1]([CH3:7])([CH3:6])[CH3:2])=[O:37])[CH2:34][CH2:31]3)=[O:24])=[N:9][CH:8]=2)[CH:2]=[CH:3][CH:4]=[CH:5][CH:6]=1. (5) Given the reactants Cl[C:2]1[NH:3][C:4]2[CH:10]=[CH:9][CH:8]=[CH:7][C:5]=2[N:6]=1.[CH3:11][C:12]1[C:18]([C:19]([F:22])([F:21])[F:20])=[CH:17][CH:16]=[CH:15][C:13]=1[NH2:14], predict the reaction product. The product is: [N:6]1[C:5]2[CH:7]=[CH:8][CH:9]=[CH:10][C:4]=2[NH:3][C:2]=1[NH:14][C:13]1[CH:15]=[CH:16][CH:17]=[C:18]([C:19]([F:20])([F:21])[F:22])[C:12]=1[CH3:11]. (6) The product is: [NH2:19][C:15]1[N:16]=[CH:17][S:18][C:14]=1[C:12]([NH:11][C:9]1[CH:8]=[CH:7][C:5]2[O:6][C:2]([F:27])([F:1])[O:3][C:4]=2[CH:10]=1)=[O:13]. Given the reactants [F:1][C:2]1([F:27])[O:6][C:5]2[CH:7]=[CH:8][C:9]([NH:11][C:12]([C:14]3[S:18][CH:17]=[N:16][C:15]=3[NH:19]C(=O)OC(C)(C)C)=[O:13])=[CH:10][C:4]=2[O:3]1, predict the reaction product. (7) Given the reactants Cl[CH2:2][CH2:3][CH2:4][CH2:5][CH2:6][CH2:7][O:8][C:9]1[C:10]([O:29][CH3:30])=[CH:11][CH:12]=[C:13]2[C:18]=1[NH:17][C:16](=[O:19])[CH:15]=[C:14]2[NH:20][C:21]1[C:26]([Cl:27])=[CH:25][N:24]=[CH:23][C:22]=1[Cl:28].[CH3:31][N:32]([CH3:38])[CH2:33][CH2:34][CH2:35][NH:36][CH3:37], predict the reaction product. The product is: [Cl:28][C:22]1[CH:23]=[N:24][CH:25]=[C:26]([Cl:27])[C:21]=1[NH:20][C:14]1[C:13]2[C:18](=[C:9]([O:8][CH2:7][CH2:6][CH2:5][CH2:4][CH2:3][CH2:2][N:36]([CH2:35][CH2:34][CH2:33][N:32]([CH3:38])[CH3:31])[CH3:37])[C:10]([O:29][CH3:30])=[CH:11][CH:12]=2)[NH:17][C:16](=[O:19])[CH:15]=1.